This data is from Reaction yield outcomes from USPTO patents with 853,638 reactions. The task is: Predict the reaction yield, written as a fraction of the theoretical maximum amount of product (1.0 means a 100% yield; for example, 0.34 means a 34% yield). (1) The reactants are Br[C:2]1[CH:3]=[C:4]2[C:8](=[CH:9][CH:10]=1)[CH:7]([NH:11][C:12](=[O:18])[O:13][C:14]([CH3:17])([CH3:16])[CH3:15])[CH2:6][CH2:5]2.[C:19]([O:23][CH3:24])(=[O:22])[CH:20]=[CH2:21]. The catalyst is C(N(CC)CC)C.C([O-])(=O)C.[Pd+2].C([O-])(=O)C.CC1C=CC=CC=1P(C1C=CC=CC=1C)C1C=CC=CC=1C. The product is [C:14]([O:13][C:12]([NH:11][CH:7]1[C:8]2[C:4](=[CH:3][C:2](/[CH:21]=[CH:20]/[C:19]([O:23][CH3:24])=[O:22])=[CH:10][CH:9]=2)[CH2:5][CH2:6]1)=[O:18])([CH3:17])([CH3:16])[CH3:15]. The yield is 0.750. (2) The reactants are O[CH2:2][C:3]1[CH:12]=[N:11][C:10]2[N:9]3[CH2:13][CH2:14][CH2:15][C@H:8]3[C:7](=[O:16])[NH:6][C:5]=2[CH:4]=1.[Cl:17][C:18]1[CH:19]=[C:20]([CH:27]=[CH:28][C:29]=1[N:30]1[CH2:35][CH2:34][NH:33][CH2:32][CH2:31]1)[C:21]([NH:23][CH:24]([CH3:26])[CH3:25])=[O:22].[I-].C(C[P+](C)(C)C)#N.C(N(CC)C(C)C)(C)C. The catalyst is C(#N)CC. The product is [Cl:17][C:18]1[CH:19]=[C:20]([CH:27]=[CH:28][C:29]=1[N:30]1[CH2:31][CH2:32][N:33]([CH2:2][C:3]2[CH:12]=[N:11][C:10]3[N:9]4[CH2:13][CH2:14][CH2:15][C@H:8]4[C:7](=[O:16])[NH:6][C:5]=3[CH:4]=2)[CH2:34][CH2:35]1)[C:21]([NH:23][CH:24]([CH3:26])[CH3:25])=[O:22]. The yield is 0.554. (3) The reactants are [CH:1](/[OH:6])=[CH:2]/[CH2:3][CH2:4][OH:5].N1C=CN=C1.[Si:12](Cl)([C:15]([CH3:18])([CH3:17])[CH3:16])([CH3:14])[CH3:13]. The catalyst is C(Cl)Cl. The product is [Si:12]([O:6][CH2:1]/[CH:2]=[CH:3]\[CH2:4][OH:5])([C:15]([CH3:18])([CH3:17])[CH3:16])([CH3:14])[CH3:13]. The yield is 0.730. (4) The reactants are [F:1][C:2]1[CH:7]=[CH:6][C:5]([CH:8]([OH:10])[CH3:9])=[CH:4][C:3]=1[N+:11]([O-:13])=[O:12].S(=O)(=O)(O)O.[CH3:19]COC(C)=O.O. The catalyst is CO. The product is [F:1][C:2]1[CH:7]=[CH:6][C:5]([CH:8]([O:10][CH3:19])[CH3:9])=[CH:4][C:3]=1[N+:11]([O-:13])=[O:12]. The yield is 0.710. (5) The reactants are [F:1][C:2]1[CH:3]=[C:4]([CH:9]=[C:10]([C:15](=O)[CH3:16])[C:11]([O:13][CH3:14])=[O:12])[CH:5]=[CH:6][C:7]=1[F:8].S(O)(O)(=O)=O.[CH3:23][O:24][C:25](=[NH:27])[NH2:26].C([O-])(O)=O.[Na+]. The catalyst is CN(C=O)C.CCOC(C)=O. The product is [F:1][C:2]1[CH:3]=[C:4]([CH:9]2[NH:27][C:25]([O:24][CH3:23])=[N:26][C:15]([CH3:16])=[C:10]2[C:11]([O:13][CH3:14])=[O:12])[CH:5]=[CH:6][C:7]=1[F:8]. The yield is 0.350. (6) The reactants are Cl[C:2]1[N:7]=[C:6]2[CH:8]=[CH:9][NH:10][C:5]2=[CH:4][CH:3]=1.[F:11][C:12]1[CH:17]=[CH:16][CH:15]=[CH:14][C:13]=1B(O)O. The catalyst is [Pd+2].ClC1C=C[C-](P(C2C=CC=CC=2)C2C=CC=CC=2)C=1Cl.[C-]1(P(C2C=CC=CC=2)C2C=CC=CC=2)C=CC=C1.[Fe+2]. The product is [F:11][C:12]1[CH:17]=[CH:16][CH:15]=[CH:14][C:13]=1[C:2]1[N:7]=[C:6]2[CH:8]=[CH:9][NH:10][C:5]2=[CH:4][CH:3]=1. The yield is 0.960. (7) The reactants are [Br:1][C:2]1[CH:3]=[C:4]([C:8]2[C:17]3[C:12](=[N:13][CH:14]=[C:15]([C:18]4([C:23]5[CH:28]=[CH:27][C:26]([Cl:29])=[CH:25][CH:24]=5)OCC[O:19]4)[CH:16]=3)[N:11]([CH3:30])[C:10](=[O:31])[CH:9]=2)[CH:5]=[CH:6][CH:7]=1.Cl. The catalyst is O1CCOCC1. The product is [Br:1][C:2]1[CH:3]=[C:4]([C:8]2[C:17]3[C:12](=[N:13][CH:14]=[C:15]([C:18](=[O:19])[C:23]4[CH:28]=[CH:27][C:26]([Cl:29])=[CH:25][CH:24]=4)[CH:16]=3)[N:11]([CH3:30])[C:10](=[O:31])[CH:9]=2)[CH:5]=[CH:6][CH:7]=1. The yield is 0.880.